Dataset: Full USPTO retrosynthesis dataset with 1.9M reactions from patents (1976-2016). Task: Predict the reactants needed to synthesize the given product. (1) Given the product [F:1][C:2]1[CH:3]=[C:4]([CH:37]=[CH:38][CH:39]=1)[CH2:5][O:6][C:7]1[CH:12]=[CH:11][C:10]([NH:13][C:14]2[C:23]3[C:18](=[CH:19][CH:20]=[C:21]([C:54]4[O:53][C:52]([CH:40]=[O:43])=[CH:51][CH:46]=4)[CH:22]=3)[N:17]=[CH:16][N:15]=2)=[CH:9][C:8]=1[C:25]#[C:26][Si:27]([CH:34]([CH3:36])[CH3:35])([CH:31]([CH3:33])[CH3:32])[CH:28]([CH3:30])[CH3:29], predict the reactants needed to synthesize it. The reactants are: [F:1][C:2]1[CH:3]=[C:4]([CH:37]=[CH:38][CH:39]=1)[CH2:5][O:6][C:7]1[CH:12]=[CH:11][C:10]([NH:13][C:14]2[C:23]3[C:18](=[CH:19][CH:20]=[C:21](I)[CH:22]=3)[N:17]=[CH:16][N:15]=2)=[CH:9][C:8]=1[C:25]#[C:26][Si:27]([CH:34]([CH3:36])[CH3:35])([CH:31]([CH3:33])[CH3:32])[CH:28]([CH3:30])[CH3:29].[C:40]([O-:43])([O-])=O.[K+].[K+].[CH2:46](Cl)Cl.CO[CH2:51][CH2:52][O:53][CH3:54]. (2) Given the product [CH3:1][C:2]1[N:7]=[C:6]([S:8][CH3:9])[N:5]=[C:4]([O:10][S:20]([C:19]([F:32])([F:31])[F:18])(=[O:22])=[O:21])[CH:3]=1, predict the reactants needed to synthesize it. The reactants are: [CH3:1][C:2]1[N:7]=[C:6]([S:8][CH3:9])[N:5]=[C:4]([OH:10])[CH:3]=1.C(N(CC)CC)C.[F:18][C:19]([F:32])([F:31])[S:20](O[S:20]([C:19]([F:32])([F:31])[F:18])(=[O:22])=[O:21])(=[O:22])=[O:21]. (3) Given the product [NH2:1][C:2]1[N:10]=[CH:9][N:8]=[C:7]2[C:3]=1[N:4]=[CH:5][N:6]2[C@H:11]1[C@@H:15]2[O:16][C:17]([CH3:19])([CH3:20])[O:18][C@@H:14]2[C@@H:13]([CH2:21][N:22]([CH3:38])[CH:23]2[CH2:24][CH:25]([NH2:27])[CH2:26]2)[O:12]1, predict the reactants needed to synthesize it. The reactants are: [NH2:1][C:2]1[N:10]=[CH:9][N:8]=[C:7]2[C:3]=1[N:4]=[CH:5][N:6]2[C@H:11]1[C@@H:15]2[O:16][C:17]([CH3:20])([CH3:19])[O:18][C@@H:14]2[C@@H:13]([CH2:21][N:22]([CH3:38])[CH:23]2[CH2:26][CH:25]([NH:27]C(=O)OCC3C=CC=CC=3)[CH2:24]2)[O:12]1.C(Cl)Cl. (4) Given the product [CH3:1][O:2][C:3]1[CH:41]=[C:40]([O:42][CH3:43])[CH:39]=[CH:38][C:4]=1[CH2:5][NH:6][C:7]1[C:8]2[CH:15]=[CH:14][N:13]([C@H:16]3[C@@H:20]4[O:21][C:22]([CH3:24])([CH3:25])[O:23][C@@H:19]4[C@@H:18]([CH2:26][N:27]([CH3:37])[CH:28]4[CH2:29][CH:30]([CH2:32][C:33]([OH:35])=[O:34])[CH2:31]4)[O:17]3)[C:9]=2[N:10]=[CH:11][N:12]=1, predict the reactants needed to synthesize it. The reactants are: [CH3:1][O:2][C:3]1[CH:41]=[C:40]([O:42][CH3:43])[CH:39]=[CH:38][C:4]=1[CH2:5][NH:6][C:7]1[C:8]2[CH:15]=[CH:14][N:13]([C@H:16]3[C@@H:20]4[O:21][C:22]([CH3:25])([CH3:24])[O:23][C@@H:19]4[C@@H:18]([CH2:26][N:27]([CH3:37])[CH:28]4[CH2:31][CH:30]([CH2:32][C:33]([O:35]C)=[O:34])[CH2:29]4)[O:17]3)[C:9]=2[N:10]=[CH:11][N:12]=1.[OH-].[Na+].O.Cl. (5) Given the product [Cl:15][C:7]1[CH:6]=[C:5]([F:8])[C:4]([Si:9]([CH3:10])([CH3:12])[CH3:11])=[C:3]([O:13][CH3:14])[C:2]=1[F:1], predict the reactants needed to synthesize it. The reactants are: [F:1][C:2]1[C:3]([O:13][CH3:14])=[C:4]([Si:9]([CH3:12])([CH3:11])[CH3:10])[C:5]([F:8])=[CH:6][CH:7]=1.[Cl:15]C(Cl)(F)C(Cl)(F)F. (6) Given the product [F:28][C:25]1[CH:26]=[CH:27][C:22]([CH2:21][NH:20][C:18]([C:16]2[C:15]([OH:29])=[C:14]3[C:9]([CH:10]=[CH:11][CH:12]=[N:13]3)=[C:8]([N:6]([CH3:31])[S:3]([CH3:2])(=[O:5])=[O:4])[N:17]=2)=[O:19])=[CH:23][CH:24]=1, predict the reactants needed to synthesize it. The reactants are: C[CH2:2][S:3]([NH2:6])(=[O:5])=[O:4].Br[C:8]1[N:17]=[C:16]([C:18]([NH:20][CH2:21][C:22]2[CH:27]=[CH:26][C:25]([F:28])=[CH:24][CH:23]=2)=[O:19])[C:15]([OH:29])=[C:14]2[C:9]=1[CH:10]=[CH:11][CH:12]=[N:13]2.N1C=CC=C[CH:31]=1. (7) Given the product [NH2:45][C:46]([CH3:84])([CH2:77][C:78]1[CH:79]=[CH:80][CH:81]=[CH:82][CH:83]=1)[CH2:47][O:48][CH2:49][C:50]1[CH:55]=[C:54]([CH:53]=[C:52]([N:69]([S:70]([CH3:73])(=[O:72])=[O:71])[CH2:74][CH2:75][CH3:76])[CH:51]=1)[C:56]([N:58]([CH2:59][CH2:63][CH3:64])[CH2:62][CH2:61][CH3:60])=[O:57], predict the reactants needed to synthesize it. The reactants are: C(OC(NC(C)(CC1C=CC=CC=1)COCC1C=C(C=C(N(S(C)(=O)=O)CCC)C=1)C(O)=O)=O)(C)(C)C.C(NCCC)CC.[NH2:45][C:46]([CH3:84])([CH2:77][C:78]1[CH:83]=[CH:82][CH:81]=[CH:80][CH:79]=1)[CH2:47][O:48][CH2:49][C:50]1[CH:51]=[C:52]([N:69]([CH2:74][CH2:75][CH3:76])[S:70]([CH3:73])(=[O:72])=[O:71])[CH:53]=[C:54]([C:56]([N:58]2[CH2:62][CH2:61][CH2:60][CH:59]2[C:63]2C=CC=C[CH:64]=2)=[O:57])[CH:55]=1.